This data is from Forward reaction prediction with 1.9M reactions from USPTO patents (1976-2016). The task is: Predict the product of the given reaction. (1) Given the reactants [CH2:1]([NH:8][CH:9]([C:21]1[CH:26]=[CH:25][CH:24]=[CH:23][CH:22]=1)[C:10]([O:12][C@@H:13]1[CH:18]2[CH2:19][CH2:20][N:15]([CH2:16][CH2:17]2)[CH2:14]1)=[O:11])[C:2]1[CH:7]=[CH:6][CH:5]=[CH:4][CH:3]=1.[Br:27][CH2:28][C:29]([C:31]1[CH:35]=[CH:34][S:33][CH:32]=1)=[O:30], predict the reaction product. The product is: [Br-:27].[CH2:1]([NH:8][CH:9]([C:21]1[CH:26]=[CH:25][CH:24]=[CH:23][CH:22]=1)[C:10]([O:12][C@@H:13]1[CH:18]2[CH2:17][CH2:16][N+:15]([CH2:28][C:29](=[O:30])[C:31]3[CH:35]=[CH:34][S:33][CH:32]=3)([CH2:20][CH2:19]2)[CH2:14]1)=[O:11])[C:2]1[CH:3]=[CH:4][CH:5]=[CH:6][CH:7]=1. (2) Given the reactants [CH3:1][N:2]1[CH:6]=[C:5]([C:7]([O:9]CC)=[O:8])[CH:4]=[N:3]1.[OH-].[Na+], predict the reaction product. The product is: [CH3:1][N:2]1[CH:6]=[C:5]([C:7]([OH:9])=[O:8])[CH:4]=[N:3]1. (3) Given the reactants [CH3:1][CH:2]([CH3:21])[CH2:3][CH:4]([NH:8][S:9]([C:12]1[CH:17]=[CH:16][CH:15]=[CH:14][C:13]=1[N+:18]([O-])=O)(=[O:11])=[O:10])[C:5](O)=[O:6].CCO.ON1C(=O)CCC1=O.C1CCC(N=C=NC2CCCCC2)CC1, predict the reaction product. The product is: [CH2:3]([CH:4]1[C:5](=[O:6])[NH:18][C:13]2[CH:14]=[CH:15][CH:16]=[CH:17][C:12]=2[S:9](=[O:11])(=[O:10])[NH:8]1)[CH:2]([CH3:21])[CH3:1]. (4) Given the reactants [CH3:1][O:2][C:3]1[CH:23]=[CH:22][CH:21]=[CH:20][C:4]=1[CH2:5][NH:6][C:7]1[CH:16]=[CH:15][C:14]2[C:9](=[CH:10][CH:11]=[C:12]([N+:17]([O-])=O)[CH:13]=2)[N:8]=1, predict the reaction product. The product is: [CH3:1][O:2][C:3]1[CH:23]=[CH:22][CH:21]=[CH:20][C:4]=1[CH2:5][NH:6][C:7]1[CH:16]=[CH:15][C:14]2[C:9](=[CH:10][CH:11]=[C:12]([NH2:17])[CH:13]=2)[N:8]=1.